Dataset: Antibody paratope prediction from SAbDab with 1,023 antibody chains. Task: Token-level Classification. Given an antibody amino acid sequence, predict which amino acid positions are active in antigen binding. Output is a list of indices for active paratope positions. (1) Given the antibody sequence: EVQLQQSGAELVKPGASVKLSCTASGFNIKDNYMHWVKQRPEQGLEWIGRIDPANGNTKYDPKFQGKATITADTSSNTAYLQLSSLTSEDTAVYYCARHYDGYFLYYFEYWGQGTTLTVSS, which amino acid positions are active in antigen binding (paratope)? The paratope positions are: [52, 83, 84, 85, 104, 105, 106, 107]. (2) Given the antibody sequence: QVQLVQSGGGLVKPGGSLTLSCVTSGFTFSNTWMSWVRQTPGKGLEWVARISRVGDGPIIDYAAPVKGRFIISRDDSRNTLFLHMNNLKTEDTAVYYCTADEGAPILRFFEWGYYNYYMDVWGKGTTVIVSS, which amino acid positions are active in antigen binding (paratope)? The paratope positions are: [52, 53, 54, 85, 86, 87, 106, 107, 108, 109, 110, 111, 112, 113, 114, 115, 116, 117, 118].